From a dataset of Reaction yield outcomes from USPTO patents with 853,638 reactions. Predict the reaction yield, written as a fraction of the theoretical maximum amount of product (1.0 means a 100% yield; for example, 0.34 means a 34% yield). (1) The reactants are Br[CH2:2][C:3]1[CH:20]=[CH:19][C:6]2/[C:7](=[CH:16]\[C:17]#[N:18])/[C:8]3[CH:15]=[CH:14][CH:13]=[CH:12][C:9]=3[O:10][CH2:11][C:5]=2[CH:4]=1.[CH3:21][C:22]1[C:30]2[NH:29][C:28]([CH2:31][CH2:32][CH3:33])=[N:27][C:26]=2[CH:25]=[CH:24][CH:23]=1. No catalyst specified. The product is [CH3:21][C:22]1[C:30]2[N:29]=[C:28]([CH2:31][CH2:32][CH3:33])[N:27]([CH2:2][C:3]3[CH:20]=[CH:19][C:6]4/[C:7](=[CH:16]\[C:17]#[N:18])/[C:8]5[CH:15]=[CH:14][CH:13]=[CH:12][C:9]=5[O:10][CH2:11][C:5]=4[CH:4]=3)[C:26]=2[CH:25]=[CH:24][CH:23]=1. The yield is 0.760. (2) The reactants are [CH3:1][C:2]1[C:3]([C:37]([F:40])([F:39])[F:38])=[C:4]([CH:7]=[CH:8][C:9]=1[N:10]1[C@@H:14]([CH2:15][O:16]C(C2C=CC=CC=2)(C2C=CC=CC=2)C2C=CC=CC=2)[CH2:13][CH2:12][C:11]1=[O:36])[C:5]#[N:6]. The catalyst is O1CCOCC1.Cl.O. The product is [OH:16][CH2:15][C@H:14]1[CH2:13][CH2:12][C:11](=[O:36])[N:10]1[C:9]1[CH:8]=[CH:7][C:4]([C:5]#[N:6])=[C:3]([C:37]([F:40])([F:38])[F:39])[C:2]=1[CH3:1]. The yield is 0.790. (3) The reactants are [CH:1]([O:4][C:5]1[CH:10]=[CH:9][C:8]([N+:11]([O-])=O)=[CH:7][C:6]=1[N:14]([CH:16]([CH3:18])[CH3:17])[CH3:15])([CH3:3])[CH3:2]. The catalyst is C(O)C.[Pd]. The product is [CH:1]([O:4][C:5]1[C:6]([N:14]([CH:16]([CH3:18])[CH3:17])[CH3:15])=[CH:7][C:8]([NH2:11])=[CH:9][CH:10]=1)([CH3:3])[CH3:2]. The yield is 1.00. (4) The reactants are [Cl-].O[NH3+:3].[C:4](=[O:7])([O-])[OH:5].[Na+].CS(C)=O.[CH3:13][C:14]1([CH3:53])[CH2:19][O:18][C:17]2([CH2:24][CH2:23][CH:22]([N:25]3[C:30](=[O:31])[C:29]([CH2:32][C:33]4[CH:38]=[CH:37][C:36]([C:39]5[C:40]([C:45]#[N:46])=[CH:41][CH:42]=[CH:43][CH:44]=5)=[CH:35][CH:34]=4)=[C:28]([CH2:47][CH2:48][CH3:49])[N:27]4[N:50]=[CH:51][N:52]=[C:26]34)[CH2:21][CH2:20]2)[O:16][CH2:15]1. The catalyst is C(OCC)(=O)C. The product is [CH3:53][C:14]1([CH3:13])[CH2:19][O:18][C:17]2([CH2:24][CH2:23][CH:22]([N:25]3[C:30](=[O:31])[C:29]([CH2:32][C:33]4[CH:38]=[CH:37][C:36]([C:39]5[CH:44]=[CH:43][CH:42]=[CH:41][C:40]=5[C:45]5[NH:3][C:4](=[O:7])[O:5][N:46]=5)=[CH:35][CH:34]=4)=[C:28]([CH2:47][CH2:48][CH3:49])[N:27]4[N:50]=[CH:51][N:52]=[C:26]34)[CH2:21][CH2:20]2)[O:16][CH2:15]1. The yield is 0.340. (5) The reactants are [OH-].[Na+].CO.[Cl:5][C:6]1[N:11]=[CH:10][C:9]2[C@@:12]3([C:23]4([CH2:28][CH2:27][C:26]([CH3:30])([CH3:29])[CH2:25][CH2:24]4)[N:22]4[C@@H:17]([C:18](=[O:43])[O:19][C@@H](C5C=CC=CC=5)[C@H]4C4C=CC=CC=4)[C@@H:16]3[C:44]3[CH:49]=[CH:48][CH:47]=[C:46]([Cl:50])[C:45]=3[F:51])[C:13](=[O:15])[NH:14][C:8]=2[CH:7]=1.[N+]([O-])([O-])=O.[NH4+].[NH4+].[Ce+4].[N+]([O-])([O-])=O.[N+]([O-])([O-])=O.[N+]([O-])([O-])=O.[N+]([O-])([O-])=O.[N+]([O-])([O-])=O. The catalyst is C(OCC)C. The product is [Cl:5][C:6]1[N:11]=[CH:10][C:9]2[C:12]3([C@@H:16]([C:44]4[CH:49]=[CH:48][CH:47]=[C:46]([Cl:50])[C:45]=4[F:51])[C@H:17]([C:18]([OH:43])=[O:19])[NH:22][C:23]43[CH2:28][CH2:27][C:26]([CH3:30])([CH3:29])[CH2:25][CH2:24]4)[C:13](=[O:15])[NH:14][C:8]=2[CH:7]=1. The yield is 0.650.